This data is from Reaction yield outcomes from USPTO patents with 853,638 reactions. The task is: Predict the reaction yield, written as a fraction of the theoretical maximum amount of product (1.0 means a 100% yield; for example, 0.34 means a 34% yield). (1) The reactants are Br[C:2]1[C:7]([O:8][CH2:9][CH2:10][OH:11])=[CH:6][CH:5]=[CH:4][N:3]=1.[CH3:12][O-:13].[Na+]. The catalyst is CO. The product is [OH:11][CH2:10][CH2:9][O:8][C:7]1[C:2]([O:13][CH3:12])=[N:3][CH:4]=[CH:5][CH:6]=1. The yield is 0.450. (2) The yield is 0.120. The reactants are C[O:2][C:3]([C:5]1[S:9][C:8]([N:10]2[CH2:15][CH2:14][N:13]([S:16]([C:19]3[CH:24]=[CH:23][C:22]([C:25](=[O:27])[CH3:26])=[CH:21][CH:20]=3)(=[O:18])=[O:17])[CH2:12][CH2:11]2)=[N:7][CH:6]=1)=O.Cl.[NH2:29][OH:30].C[O-].[Na+].CO.Cl. The catalyst is O1CCOCC1. The product is [OH:30][NH:29][C:3]([C:5]1[S:9][C:8]([N:10]2[CH2:15][CH2:14][N:13]([S:16]([C:19]3[CH:20]=[CH:21][C:22]([C:25](=[O:27])[CH3:26])=[CH:23][CH:24]=3)(=[O:18])=[O:17])[CH2:12][CH2:11]2)=[N:7][CH:6]=1)=[O:2]. (3) The product is [N:16]1([C:12]2[CH:11]=[C:10]([CH:15]=[CH:14][N:13]=2)[C:9]([NH2:8])=[O:21])[CH2:20][CH2:19][CH2:18][CH2:17]1. The catalyst is CN(C=O)C. The yield is 0.270. The reactants are CC1C=CC([NH:8][C:9](=[O:21])[C:10]2[CH:15]=[CH:14][N:13]=[C:12]([N:16]3[CH2:20][CH2:19][CH2:18][CH2:17]3)[CH:11]=2)=CC=1C1C=CC(C(O)=O)=CC=1.CN(C(ON1N=NC2C=CC=NC1=2)=[N+](C)C)C.F[P-](F)(F)(F)(F)F.C1C=CC2N(O)N=NC=2C=1.CCN(C(C)C)C(C)C.C1(N)CC1. (4) The reactants are [F:1][C:2]1[CH:3]=[C:4]([C:10]2[CH2:16][C@H:15]3[N:12]([C:13](=[O:20])[C@@H:14]3[C@H:17]([OH:19])[CH3:18])[C:11]=2[C:21]([O:23]CC=C)=[O:22])[CH:5]=[CH:6][C:7]=1[O:8][CH3:9].C1(P(C2C=CC=CC=2)C2C=CC=CC=2)C=CC=CC=1.C(C(CCCC)C([O-])=O)C.[Na+:56]. The catalyst is C1COCC1.C1C=CC([P]([Pd]([P](C2C=CC=CC=2)(C2C=CC=CC=2)C2C=CC=CC=2)([P](C2C=CC=CC=2)(C2C=CC=CC=2)C2C=CC=CC=2)[P](C2C=CC=CC=2)(C2C=CC=CC=2)C2C=CC=CC=2)(C2C=CC=CC=2)C2C=CC=CC=2)=CC=1. The product is [F:1][C:2]1[CH:3]=[C:4]([C:10]2[CH2:16][C@H:15]3[N:12]([C:13](=[O:20])[C@@H:14]3[C@H:17]([OH:19])[CH3:18])[C:11]=2[C:21]([O-:23])=[O:22])[CH:5]=[CH:6][C:7]=1[O:8][CH3:9].[Na+:56]. The yield is 0.590. (5) The reactants are [CH3:1][C:2]1[CH:10]=[CH:9][C:8]2[NH:7][C:6]3[CH2:11][CH2:12][N:13]([C:15]([O:17][CH2:18][CH3:19])=[O:16])[CH2:14][C:5]=3[C:4]=2[CH:3]=1.[CH2:20]([CH:22]1[O:24][CH2:23]1)Br.[NH4+].[Cl-]. No catalyst specified. The product is [CH3:1][C:2]1[CH:10]=[CH:9][C:8]2[N:7]([CH2:20][CH:22]3[CH2:23][O:24]3)[C:6]3[CH2:11][CH2:12][N:13]([C:15]([O:17][CH2:18][CH3:19])=[O:16])[CH2:14][C:5]=3[C:4]=2[CH:3]=1. The yield is 0.490.